Dataset: Peptide-MHC class II binding affinity with 134,281 pairs from IEDB. Task: Regression. Given a peptide amino acid sequence and an MHC pseudo amino acid sequence, predict their binding affinity value. This is MHC class II binding data. (1) The peptide sequence is EKKYFAATGFEPLAA. The MHC is HLA-DQA10501-DQB10301 with pseudo-sequence HLA-DQA10501-DQB10301. The binding affinity (normalized) is 0.455. (2) The peptide sequence is TKNLDYVATSIHEAVTK. The MHC is H-2-IAb with pseudo-sequence H-2-IAb. The binding affinity (normalized) is 0.0678. (3) The peptide sequence is IDVWLGGLAENFLPY. The binding affinity (normalized) is 0. The MHC is DRB1_0701 with pseudo-sequence DRB1_0701.